From a dataset of Full USPTO retrosynthesis dataset with 1.9M reactions from patents (1976-2016). Predict the reactants needed to synthesize the given product. (1) Given the product [Cl:1][C:2]1[CH:3]=[CH:4][C:5]([CH:8]([O:22][CH2:27][CH2:28][N:29]([CH3:31])[CH3:30])[CH:9]2[CH2:10][CH2:11][N:12]([C:15]([O:17][C:18]([CH3:19])([CH3:21])[CH3:20])=[O:16])[CH2:13][CH2:14]2)=[CH:6][CH:7]=1, predict the reactants needed to synthesize it. The reactants are: [Cl:1][C:2]1[CH:7]=[CH:6][C:5]([CH:8]([OH:22])[CH:9]2[CH2:14][CH2:13][N:12]([C:15]([O:17][C:18]([CH3:21])([CH3:20])[CH3:19])=[O:16])[CH2:11][CH2:10]2)=[CH:4][CH:3]=1.[H-].[Na+].Cl.Cl[CH2:27][CH2:28][N:29]([CH3:31])[CH3:30]. (2) Given the product [CH3:31][C:25]1[CH:26]=[C:27]([CH3:30])[N:28]=[CH:29][C:24]=1[NH:23][C:18]([C:17]1[C:12]2[C:11]([CH3:22])=[N:10][N:9]([C:6]3[CH:7]=[CH:8][C:3]([O:2][CH3:1])=[CH:4][CH:5]=3)[C:13]=2[N:14]=[C:15]([CH3:21])[CH:16]=1)=[O:20], predict the reactants needed to synthesize it. The reactants are: [CH3:1][O:2][C:3]1[CH:8]=[CH:7][C:6]([N:9]2[C:13]3[N:14]=[C:15]([CH3:21])[CH:16]=[C:17]([C:18]([OH:20])=O)[C:12]=3[C:11]([CH3:22])=[N:10]2)=[CH:5][CH:4]=1.[NH2:23][C:24]1[C:25]([CH3:31])=[CH:26][C:27]([CH3:30])=[N:28][CH:29]=1.C(N(CC)CC)C.CCCP1(OP(CCC)(=O)OP(CCC)(=O)O1)=O. (3) Given the product [OH:46][C@@H:25]([CH2:26][NH:27][CH2:28][CH2:29][C:30]1[CH:35]=[CH:34][C:33]([NH:36][C:37]2[C:42]([N+:43]([O-:45])=[O:44])=[CH:41][CH:40]=[CH:39][N:38]=2)=[CH:32][CH:31]=1)[CH2:24][O:23][C:22]1[CH:47]=[CH:48][C:19]([OH:18])=[CH:20][CH:21]=1, predict the reactants needed to synthesize it. The reactants are: [Si]([O:18][C:19]1[CH:48]=[CH:47][C:22]([O:23][CH2:24][C@@H:25]([OH:46])[CH2:26][NH:27][CH2:28][CH2:29][C:30]2[CH:35]=[CH:34][C:33]([NH:36][C:37]3[C:42]([N+:43]([O-:45])=[O:44])=[CH:41][CH:40]=[CH:39][N:38]=3)=[CH:32][CH:31]=2)=[CH:21][CH:20]=1)(C(C)(C)C)(C1C=CC=CC=1)C1C=CC=CC=1. (4) Given the product [CH3:27][O:26][C:23]1[C:22]([CH3:28])=[CH:21][N:20]=[C:19]([CH2:18][N:16]([CH2:15][C:10]2[N:9]=[C:8]([C:4]3[CH:3]=[C:2]([N:33]4[CH2:34][CH2:35][N:30]([CH3:29])[CH2:31][CH2:32]4)[CH:7]=[CH:6][N:5]=3)[CH:13]=[C:12]([OH:14])[CH:11]=2)[CH3:17])[C:24]=1[CH3:25], predict the reactants needed to synthesize it. The reactants are: Cl[C:2]1[CH:7]=[CH:6][N:5]=[C:4]([C:8]2[CH:13]=[C:12]([OH:14])[CH:11]=[C:10]([CH2:15][N:16]([CH2:18][C:19]3[C:24]([CH3:25])=[C:23]([O:26][CH3:27])[C:22]([CH3:28])=[CH:21][N:20]=3)[CH3:17])[N:9]=2)[CH:3]=1.[CH3:29][N:30]1[CH2:35][CH2:34][NH:33][CH2:32][CH2:31]1. (5) Given the product [NH2:11][CH2:12][CH2:4][C:2]([OH:3])=[O:1].[O:1]=[C:2]([CH2:4][N:5]([C:7](=[NH:8])[NH2:9])[CH3:6])[OH:3], predict the reactants needed to synthesize it. The reactants are: [O:1]=[C:2]([CH2:4][N:5]([C:7](=[NH:9])[NH2:8])[CH3:6])[OH:3].[Mg].[NH2:11][C@H:12](C(O)=O)CC(C)C.C([C@@](CC(=O)[O-])(C[N+](C)(C)C)O)(=O)CC.CC1C(=O)C(OC)=C(OC)C(=O)C=1.C(N)CS(O)(=O)=O.N[C@H](C(O)=O)CCC(=O)N.N[C@H](C(O)=O)CC1C=CC(O)=CC=1.C1N=C(N)C2N=CN([C@@H]3O[C@H](COP(OP(OP([O-])(O)=O)([O-])=O)(O)=O)[C@@H](O)[C@H]3O)C=2N=1.[Na+].[Na+].C(O)[C@H]1O[C@H](O[C@H]2O[C@H](CO)[C@@H](O)[C@H](O)[C@H]2O)[C@H](O)[C@@H](O)[C@@H]1O.O=C[C@@H]([C@H]([C@@H]([C@@H](CO)O)O)O)O.P([O-])([O-])([O-])=O.[Ca+2].P([O-])([O-])([O-])=O.[Ca+2].[Ca+2].C([O-])(=O)CC(CC([O-])=O)(C([O-])=O)O.[Ca+2].C([O-])(=O)CC(CC([O-])=O)(C([O-])=O)O.[Ca+2].[Ca+2].C(=O)(O)[O-].C1N=CNC=1C[C@H](NC(CCN)=O)C(O)=O. (6) Given the product [C:1]([O:5][CH:6]([C:11]1[C:12]([C:23]2[CH:24]=[CH:25][C:26]([Cl:29])=[CH:27][CH:28]=2)=[C:13]2[C:20]([CH3:21])=[C:19]([CH3:22])[N:18]([CH3:35])[C:14]2=[N:15][C:16]=1[CH3:17])[C:7]([O:9][CH3:10])=[O:8])([CH3:4])([CH3:2])[CH3:3], predict the reactants needed to synthesize it. The reactants are: [C:1]([O:5][CH:6]([C:11]1[C:12]([C:23]2[CH:28]=[CH:27][C:26]([Cl:29])=[CH:25][CH:24]=2)=[C:13]2[C:20]([CH3:21])=[C:19]([CH3:22])[NH:18][C:14]2=[N:15][C:16]=1[CH3:17])[C:7]([O:9][CH3:10])=[O:8])([CH3:4])([CH3:3])[CH3:2].[OH-].[K+].O.Cl.Cl[CH2:35]Cl.